Dataset: Forward reaction prediction with 1.9M reactions from USPTO patents (1976-2016). Task: Predict the product of the given reaction. Given the reactants N[C@H](C(O)=O)CCC(=O)N.P([O-])([O-])([O-])=O.Cl.NO.C1C=[N+]([C@@H]2O[C@H](COP(OP(OC[C@H]3O[C@@H](N4C5N=CN=C(N)C=5N=C4)[C@H](O)[C@@H]3O)(O)=O)(O)=O)[C@@H](O)[C@H]2O)C=C(C(N)=O)C=1.[NH2:63][C@H:64]([C:70]([O-:72])=[O:71])[CH2:65][CH2:66][C:67]([O-:69])=[O:68], predict the reaction product. The product is: [NH2:63][C@H:64]([C:70]([OH:72])=[O:71])[CH2:65][CH2:66][C:67]([OH:69])=[O:68].